From a dataset of Experimentally validated miRNA-target interactions with 360,000+ pairs, plus equal number of negative samples. Binary Classification. Given a miRNA mature sequence and a target amino acid sequence, predict their likelihood of interaction. The miRNA is hsa-miR-6764-3p with sequence UCUCUGGUCUUUCCUUGACAG. The protein sequence of the target gene is MDIENEQTLNVNPTDPDNLSDSLFSGDEENAGTEEIKNEINGNWISASTINEARINAKAKRRLRKNSSRDSGRGDSVSDNGSEAVRSGVAVPTSPKGRLLDRRSRSGKGRGLPKKGGAGGKGVWGTPGQVYDVEEVDVKDPNYDDDQENCVYETVVLPLDETAFEKTLTPIIQEYFEHGDTNEVAEMLRDLNLGEMKSGVPVLAVSLALEGKASHREMTSKLLSDLCGTVMSTNDVEKSFDKLLKDLPELALDTPRAPQLVGQFIARAVGDGILCNTYIDSYKGTVDCVQARAALDKATV.... Result: 0 (no interaction).